Dataset: Peptide-MHC class I binding affinity with 185,985 pairs from IEDB/IMGT. Task: Regression. Given a peptide amino acid sequence and an MHC pseudo amino acid sequence, predict their binding affinity value. This is MHC class I binding data. (1) The peptide sequence is QRHPNFPSK. The MHC is HLA-A01:01 with pseudo-sequence HLA-A01:01. The binding affinity (normalized) is 0.0847. (2) The peptide sequence is VLLTYFCFV. The MHC is HLA-A02:01 with pseudo-sequence HLA-A02:01. The binding affinity (normalized) is 1.00. (3) The peptide sequence is ASIIALVFL. The MHC is H-2-Db with pseudo-sequence H-2-Db. The binding affinity (normalized) is 0. (4) The peptide sequence is SLIVKCMPY. The MHC is HLA-A02:01 with pseudo-sequence HLA-A02:01. The binding affinity (normalized) is 0.0847. (5) The peptide sequence is KDTWLDARM. The MHC is HLA-A33:01 with pseudo-sequence HLA-A33:01. The binding affinity (normalized) is 0.116. (6) The peptide sequence is FSKSRSTLMY. The MHC is HLA-A30:01 with pseudo-sequence HLA-A30:01. The binding affinity (normalized) is 0.452. (7) The peptide sequence is SHLEVQGY. The MHC is Mamu-A07 with pseudo-sequence Mamu-A07. The binding affinity (normalized) is 0.151.